This data is from Reaction yield outcomes from USPTO patents with 853,638 reactions. The task is: Predict the reaction yield, written as a fraction of the theoretical maximum amount of product (1.0 means a 100% yield; for example, 0.34 means a 34% yield). (1) The reactants are [O:1]=[C:2]1[NH:7][C:6]([C:8]2[CH:13]=[CH:12][C:11]([C:14]([F:17])([F:16])[F:15])=[CH:10][CH:9]=2)=[CH:5][N:4]2[C:18]([CH:21]=[O:22])=[CH:19][CH:20]=[C:3]12.[BH4-].[Na+]. The catalyst is C(O)C.O1CCCC1. The product is [OH:22][CH2:21][C:18]1[N:4]2[CH:5]=[C:6]([C:8]3[CH:13]=[CH:12][C:11]([C:14]([F:16])([F:17])[F:15])=[CH:10][CH:9]=3)[NH:7][C:2](=[O:1])[C:3]2=[CH:20][CH:19]=1. The yield is 0.500. (2) The reactants are [H-].[Na+].[F:3][C:4]1[CH:5]=[C:6]([NH:13][C:14]2[CH:15]=[N:16][CH:17]=[N:18][CH:19]=2)[CH:7]=[C:8]([N+:10]([O-:12])=[O:11])[CH:9]=1.[CH3:20]I. The catalyst is C1COCC1.CCOC(C)=O. The product is [F:3][C:4]1[CH:5]=[C:6]([N:13]([CH3:20])[C:14]2[CH:19]=[N:18][CH:17]=[N:16][CH:15]=2)[CH:7]=[C:8]([N+:10]([O-:12])=[O:11])[CH:9]=1. The yield is 0.310. (3) The catalyst is CN(C1C=CN=CC=1)C.CN(C=O)C.O. The reactants are [C@H:1]1([C:8]([OH:10])=[O:9])[CH2:4][C@@H:3]([C:5]([OH:7])=[O:6])[CH2:2]1.[CH2:11](O)[C:12]1[CH:17]=[CH:16][CH:15]=[CH:14][CH:13]=1.CCN=C=NCCCN(C)C.Cl. The yield is 0.910. The product is [CH2:11]([O:6][C:5]([C@@H:3]1[CH2:4][C@H:1]([C:8]([OH:10])=[O:9])[CH2:2]1)=[O:7])[C:12]1[CH:17]=[CH:16][CH:15]=[CH:14][CH:13]=1. (4) The reactants are [C:1]([C:3]([C:6]1[CH:7]=[C:8]([CH:12]=[CH:13][CH:14]=1)[C:9]([OH:11])=O)([CH3:5])[CH3:4])#[N:2].C(Cl)(=O)C(Cl)=O.[NH2:21][C:22]1[CH:23]=[C:24]([OH:28])[CH:25]=[CH:26][CH:27]=1.C(=O)([O-])O.[Na+]. The catalyst is O1CCCC1.CN(C)C=O.O. The product is [C:1]([C:3]([C:6]1[CH:7]=[C:8]([CH:12]=[CH:13][CH:14]=1)[C:9]([NH:21][C:22]1[CH:27]=[CH:26][CH:25]=[C:24]([OH:28])[CH:23]=1)=[O:11])([CH3:4])[CH3:5])#[N:2]. The yield is 0.960. (5) The reactants are [F:1][C:2]1[CH:3]=[CH:4][C:5]2[C:9]([CH:10]3[CH2:15][CH2:14][N:13]([CH2:16][CH2:17][CH2:18][N:19]4[C:27]5[CH2:26][CH2:25][N:24]([S:28]([CH3:31])(=[O:30])=[O:29])[CH2:23][C:22]=5[C:21]([C:32]5[CH:37]=[CH:36][C:35]([C:38]([F:41])([F:40])[F:39])=[CH:34][CH:33]=5)=[N:20]4)[CH2:12][CH2:11]3)=[C:8]([C:42]([OH:44])=O)[S:7][C:6]=2[CH:45]=1.CN(C(ON1N=NC2C=CC=CC1=2)=[N+](C)C)C.F[P-](F)(F)(F)(F)F.CCN(C(C)C)C(C)C.[NH2:79][CH2:80][CH2:81][N:82]1[CH2:87][CH2:86][O:85][CH2:84][CH2:83]1. The catalyst is CN(C=O)C. The product is [N:82]1([CH2:81][CH2:80][NH:79][C:42]([C:8]2[S:7][C:6]3[CH:45]=[C:2]([F:1])[CH:3]=[CH:4][C:5]=3[C:9]=2[CH:10]2[CH2:11][CH2:12][N:13]([CH2:16][CH2:17][CH2:18][N:19]3[C:27]4[CH2:26][CH2:25][N:24]([S:28]([CH3:31])(=[O:29])=[O:30])[CH2:23][C:22]=4[C:21]([C:32]4[CH:37]=[CH:36][C:35]([C:38]([F:41])([F:39])[F:40])=[CH:34][CH:33]=4)=[N:20]3)[CH2:14][CH2:15]2)=[O:44])[CH2:87][CH2:86][O:85][CH2:84][CH2:83]1. The yield is 0.650. (6) The reactants are [CH3:1][O:2][C:3](=[O:28])[CH2:4][O:5][C:6]1[CH:11]=[CH:10][C:9]([NH:12][C:13](=[O:27])[CH2:14][CH2:15][CH2:16][CH2:17][CH2:18][O:19]CC2C=CC=CC=2)=[CH:8][CH:7]=1. The catalyst is CO.CN(C)C=O.[Pd]. The product is [CH3:1][O:2][C:3](=[O:28])[CH2:4][O:5][C:6]1[CH:11]=[CH:10][C:9]([NH:12][C:13](=[O:27])[CH2:14][CH2:15][CH2:16][CH2:17][CH2:18][OH:19])=[CH:8][CH:7]=1. The yield is 0.244. (7) The reactants are Cl.[NH2:2][C@H:3]([C:11]([O:13][CH3:14])=[O:12])[CH2:4][C:5]1[CH:10]=[CH:9][CH:8]=[CH:7][CH:6]=1.C(N(CC)CC)C.Cl[C:23]([O:25][CH:26]([CH3:28])[CH3:27])=[O:24]. The catalyst is C1COCC1.CCCCCC. The product is [CH:26]([O:25][C:23]([NH:2][C@H:3]([C:11]([O:13][CH3:14])=[O:12])[CH2:4][C:5]1[CH:10]=[CH:9][CH:8]=[CH:7][CH:6]=1)=[O:24])([CH3:28])[CH3:27]. The yield is 0.700. (8) The reactants are [F-].[K+].C[Si](C)(C)[C:5]([F:8])([F:7])[F:6].[Cl:11][C:12]1[C:17](I)=[CH:16][CH:15]=[C:14]([Cl:19])[N:13]=1.N. The catalyst is CN(C)C=O.[Cu]I.O1CCCC1. The yield is 0.973. The product is [Cl:11][C:12]1[C:17]([C:5]([F:8])([F:7])[F:6])=[CH:16][CH:15]=[C:14]([Cl:19])[N:13]=1. (9) The reactants are C[Si](C)(C)[C:3]#[C:4]/[CH:5]=[CH:6]\[C:7]1[CH:12]=[CH:11][CH:10]=[CH:9][N:8]=1.[F-].[Cs+].[CH2:17]([OH:22])[CH2:18][CH2:19][CH2:20][CH3:21]. The catalyst is CO.O. The product is [CH2:17]([O:22][CH2:3][C:4]1[N:8]2[C:7]([CH:12]=[CH:11][CH:10]=[CH:9]2)=[CH:6][CH:5]=1)[CH2:18][CH2:19][CH2:20][CH3:21]. The yield is 0.310. (10) The reactants are [OH:1][C:2]1[CH:3]=[C:4]([CH:8]=[CH:9][CH:10]=1)[C:5]([OH:7])=[O:6].[I:11]I.Cl. The catalyst is [NH4+].[OH-].O. The product is [OH:1][C:2]1[CH:3]=[C:4]([CH:8]=[CH:9][C:10]=1[I:11])[C:5]([OH:7])=[O:6]. The yield is 0.540.